This data is from Forward reaction prediction with 1.9M reactions from USPTO patents (1976-2016). The task is: Predict the product of the given reaction. (1) Given the reactants [F:1][C:2]([F:29])([F:28])[C:3]1[CH:4]=[C:5]([CH:21]=[C:22]([C:24]([F:27])([F:26])[F:25])[CH:23]=1)[CH2:6][O:7][CH2:8][C:9]1([C:15]2[CH:20]=[CH:19][CH:18]=[CH:17][CH:16]=2)[CH2:13][CH2:12][CH:11]([OH:14])[CH2:10]1.[Cr](Cl)([O-])(=O)=O.[NH+]1C=CC=CC=1, predict the reaction product. The product is: [F:1][C:2]([F:28])([F:29])[C:3]1[CH:4]=[C:5]([CH:21]=[C:22]([C:24]([F:27])([F:26])[F:25])[CH:23]=1)[CH2:6][O:7][CH2:8][C:9]1([C:15]2[CH:20]=[CH:19][CH:18]=[CH:17][CH:16]=2)[CH2:13][CH2:12][C:11](=[O:14])[CH2:10]1. (2) Given the reactants [CH:1]1([CH2:8][C:9]([C:11]2[C:19]3[C:14](=[CH:15][CH:16]=[CH:17][C:18]=3C)[N:13]([CH2:21][CH2:22][OH:23])[CH:12]=2)=O)[CH2:7][CH2:6][CH2:5][CH2:4][CH2:3][CH2:2]1.[NH2:24][OH:25].[ClH:26].N1C=CC=CC=1, predict the reaction product. The product is: [Cl:26][C:18]1[CH:17]=[CH:16][CH:15]=[C:14]2[C:19]=1[C:11]([C:9](=[N:24][OH:25])[CH2:8][CH:1]1[CH2:7][CH2:6][CH2:5][CH2:4][CH2:3][CH2:2]1)=[CH:12][N:13]2[CH2:21][CH2:22][OH:23]. (3) Given the reactants [NH:1]1[CH2:6][CH2:5][CH:4]([C:7]2[CH:12]=[CH:11][C:10]([NH:13][C:14]([C:16]3[N:17]=[C:18]([C:25]4[CH:30]=[CH:29][CH:28]=[CH:27][CH:26]=4)[O:19][C:20]=3[C:21]([F:24])([F:23])[F:22])=[O:15])=[CH:9][CH:8]=2)[CH2:3][CH2:2]1.F[C:32]1[CH:40]=[CH:39][C:35]([C:36]([OH:38])=[O:37])=[CH:34][N:33]=1.C(=O)([O-])[O-].[K+].[K+], predict the reaction product. The product is: [C:25]1([C:18]2[O:19][C:20]([C:21]([F:22])([F:23])[F:24])=[C:16]([C:14]([NH:13][C:10]3[CH:9]=[CH:8][C:7]([CH:4]4[CH2:5][CH2:6][N:1]([C:32]5[CH:40]=[CH:39][C:35]([C:36]([OH:38])=[O:37])=[CH:34][N:33]=5)[CH2:2][CH2:3]4)=[CH:12][CH:11]=3)=[O:15])[N:17]=2)[CH:30]=[CH:29][CH:28]=[CH:27][CH:26]=1. (4) Given the reactants [F:1][C:2]1[C:10]([C:11]2[CH:12]=[N:13][N:14]([CH3:16])[CH:15]=2)=[CH:9][CH:8]=[C:7]2[C:3]=1[CH2:4][CH2:5][NH:6]2.Br[C:18]1[C:22]2[CH2:23][N:24]([C:27](=[O:29])[CH3:28])[CH2:25][CH2:26][C:21]=2[N:20]([CH3:30])[N:19]=1.COC(C)(C)C.C1(P(C2CCCCC2)C2C=CC=CC=2C2C(OC(C)C)=CC=CC=2OC(C)C)CCCCC1.C(O[Na])(C)(C)C, predict the reaction product. The product is: [F:1][C:2]1[C:10]([C:11]2[CH:12]=[N:13][N:14]([CH3:16])[CH:15]=2)=[CH:9][CH:8]=[C:7]2[C:3]=1[CH2:4][CH2:5][N:6]2[C:18]1[C:22]2[CH2:23][N:24]([C:27](=[O:29])[CH3:28])[CH2:25][CH2:26][C:21]=2[N:20]([CH3:30])[N:19]=1. (5) Given the reactants [C:1]([O:5][C:6](=[O:35])[NH:7][C:8]1([C:12]2[CH:17]=[CH:16][C:15]([C:18]3[N:19]=[C:20]4[C:25](Br)=[CH:24][C:23]([Cl:27])=[CH:22][N:21]4[C:28]=3[C:29]3[CH:34]=[CH:33][CH:32]=[CH:31][CH:30]=3)=[CH:14][CH:13]=2)[CH2:11][CH2:10][CH2:9]1)([CH3:4])([CH3:3])[CH3:2].[CH3:36][N:37](C)C(=O)C, predict the reaction product. The product is: [C:1]([O:5][C:6](=[O:35])[NH:7][C:8]1([C:12]2[CH:17]=[CH:16][C:15]([C:18]3[N:19]=[C:20]4[C:25]([C:36]#[N:37])=[CH:24][C:23]([Cl:27])=[CH:22][N:21]4[C:28]=3[C:29]3[CH:34]=[CH:33][CH:32]=[CH:31][CH:30]=3)=[CH:14][CH:13]=2)[CH2:11][CH2:10][CH2:9]1)([CH3:4])([CH3:3])[CH3:2]. (6) Given the reactants [CH3:1][CH:2]([CH3:15])[CH2:3][CH2:4][CH2:5][S:6]([C:9]1[CH:14]=[CH:13][CH:12]=[CH:11][CH:10]=1)(=[O:8])=[O:7].C([Li])CCC.[CH2:21]([O:28][C:29](=[O:42])[NH:30][CH:31]([CH:39]1[CH2:41][O:40]1)[CH2:32][C:33]1[CH:38]=[CH:37][CH:36]=[CH:35][CH:34]=1)[C:22]1[CH:27]=[CH:26][CH:25]=[CH:24][CH:23]=1, predict the reaction product. The product is: [CH2:21]([O:28][C:29](=[O:42])[NH:30][CH:31]([CH2:32][C:33]1[CH:38]=[CH:37][CH:36]=[CH:35][CH:34]=1)[CH:39]([OH:40])[CH2:41][CH:5]([S:6]([C:9]1[CH:10]=[CH:11][CH:12]=[CH:13][CH:14]=1)(=[O:7])=[O:8])[CH2:4][CH2:3][CH:2]([CH3:15])[CH3:1])[C:22]1[CH:23]=[CH:24][CH:25]=[CH:26][CH:27]=1. (7) Given the reactants C(OC([N:8]1[CH2:13][CH2:12][CH2:11][C@H:10]([NH:14][C:15]2[C:20]([O:21][CH3:22])=[C:19]([N:23]3[C:27]([NH2:28])=[N:26][C:25]([NH:29][C:30]4[CH:35]=[CH:34][C:33]([S:36](=[O:39])(=[O:38])[NH2:37])=[CH:32][CH:31]=4)=[N:24]3)[N:18]=[CH:17][N:16]=2)[CH2:9]1)=O)(C)(C)C.[ClH:40], predict the reaction product. The product is: [ClH:40].[ClH:40].[NH2:28][C:27]1[N:23]([C:19]2[N:18]=[CH:17][N:16]=[C:15]([NH:14][C@H:10]3[CH2:11][CH2:12][CH2:13][NH:8][CH2:9]3)[C:20]=2[O:21][CH3:22])[N:24]=[C:25]([NH:29][C:30]2[CH:35]=[CH:34][C:33]([S:36](=[O:38])(=[O:39])[NH2:37])=[CH:32][CH:31]=2)[N:26]=1.